Task: Predict which catalyst facilitates the given reaction.. Dataset: Catalyst prediction with 721,799 reactions and 888 catalyst types from USPTO (1) Reactant: C[O:2][C:3](=[O:31])[CH2:4][O:5][C:6]1[CH:15]=[CH:14][C:13]([F:16])=[C:12]2[C:7]=1[C:8]([O:27][CH:28]([F:30])[F:29])=[C:9]([CH2:19][C:20]1[CH:25]=[CH:24][C:23]([Br:26])=[CH:22][CH:21]=1)[C:10]([CH2:17][CH3:18])=[N:11]2.CO.O.[OH-].[Li+]. Product: [Br:26][C:23]1[CH:22]=[CH:21][C:20]([CH2:19][C:9]2[C:10]([CH2:17][CH3:18])=[N:11][C:12]3[C:7]([C:8]=2[O:27][CH:28]([F:30])[F:29])=[C:6]([O:5][CH2:4][C:3]([OH:31])=[O:2])[CH:15]=[CH:14][C:13]=3[F:16])=[CH:25][CH:24]=1. The catalyst class is: 15. (2) Reactant: [Br:1][C:2]1[C:3]([F:10])=[C:4]([CH:7]=[CH:8][CH:9]=1)[CH:5]=[O:6].[F:11][C:12]1[CH:17]=[CH:16][C:15]([Mg]Br)=[CH:14][CH:13]=1. Product: [Br:1][C:2]1[C:3]([F:10])=[C:4]([CH:5]([C:15]2[CH:16]=[CH:17][C:12]([F:11])=[CH:13][CH:14]=2)[OH:6])[CH:7]=[CH:8][CH:9]=1. The catalyst class is: 1. (3) Reactant: [NH2:1][C:2]1[CH:16]=[CH:15][CH:14]=[CH:13][C:3]=1[O:4][C:5]1[CH:10]=[CH:9][C:8]([CH3:11])=[CH:7][C:6]=1[OH:12].[N-:17]=[N+:18]=[N-:19].[Na+].[CH2:21](OC(OCC)OCC)C. Product: [CH3:11][C:8]1[CH:9]=[CH:10][C:5]([O:4][C:3]2[CH:13]=[CH:14][CH:15]=[CH:16][C:2]=2[N:1]2[CH:21]=[N:19][N:18]=[N:17]2)=[C:6]([OH:12])[CH:7]=1. The catalyst class is: 15.